This data is from Catalyst prediction with 721,799 reactions and 888 catalyst types from USPTO. The task is: Predict which catalyst facilitates the given reaction. Reactant: [F:1][C:2]1[CH:7]=[CH:6][C:5]([CH3:8])=[CH:4][C:3]=1[NH:9][C:10]([NH:12][C:13]1[CH:31]=[CH:30][C:16]([O:17][C:18]2[CH:23]=[CH:22][N:21]=[C:20]3[CH:24]=[C:25]([C:27](O)=[O:28])[S:26][C:19]=23)=[CH:15][CH:14]=1)=[O:11].CN(C(ON1N=NC2C=CC=NC1=2)=[N+](C)C)C.F[P-](F)(F)(F)(F)F.C(N(CC)C(C)C)(C)C.[NH2:65][CH2:66][CH2:67][CH:68]([O:72][CH2:73][CH3:74])[O:69][CH2:70][CH3:71].Cl. Product: [CH2:70]([O:69][CH:68]([O:72][CH2:73][CH3:74])[CH2:67][CH2:66][NH:65][C:27]([C:25]1[S:26][C:19]2[C:20](=[N:21][CH:22]=[CH:23][C:18]=2[O:17][C:16]2[CH:15]=[CH:14][C:13]([NH:12][C:10]([NH:9][C:3]3[CH:4]=[C:5]([CH3:8])[CH:6]=[CH:7][C:2]=3[F:1])=[O:11])=[CH:31][CH:30]=2)[CH:24]=1)=[O:28])[CH3:71]. The catalyst class is: 47.